From a dataset of Catalyst prediction with 721,799 reactions and 888 catalyst types from USPTO. Predict which catalyst facilitates the given reaction. (1) Reactant: [C:1]12([C:11]3[CH:21]=[CH:20][C:14]([O:15][CH2:16][C:17](O)=[O:18])=[CH:13][CH:12]=3)[CH2:10][CH:5]3[CH2:6][CH:7]([CH2:9][CH:3]([CH2:4]3)[CH2:2]1)[CH2:8]2.[NH2:22][C:23]1[CH:24]=[N:25][CH:26]=[C:27]([CH:31]=1)[C:28]([NH2:30])=[O:29].C1CN([P+](ON2N=NC3C=CC=CC2=3)(N2CCCC2)N2CCCC2)CC1.F[P-](F)(F)(F)(F)F.CO. Product: [C:1]12([C:11]3[CH:21]=[CH:20][C:14]([O:15][CH2:16][C:17]([NH:22][C:23]4[CH:24]=[N:25][CH:26]=[C:27]([CH:31]=4)[C:28]([NH2:30])=[O:29])=[O:18])=[CH:13][CH:12]=3)[CH2:2][CH:3]3[CH2:9][CH:7]([CH2:6][CH:5]([CH2:4]3)[CH2:10]1)[CH2:8]2. The catalyst class is: 241. (2) Reactant: Br[C:2]1[C:7]2[S:8][C:9]([C:11]3[C:18]([Cl:19])=[CH:17][CH:16]=[CH:15][C:12]=3[C:13]#[N:14])=[N:10][C:6]=2[C:5]([F:20])=[CH:4][N:3]=1.[NH2:21][C:22]1[N:27]=[C:26]([CH3:28])[N:25]=[C:24]([CH2:29][OH:30])[CH:23]=1.CC1(C)C2C(=C(P(C3C=CC=CC=3)C3C=CC=CC=3)C=CC=2)OC2C(P(C3C=CC=CC=3)C3C=CC=CC=3)=CC=CC1=2.C([O-])([O-])=O.[Cs+].[Cs+]. Product: [ClH:19].[Cl:19][C:18]1[C:11]([C:9]2[S:8][C:7]3[C:2]([NH:21][C:22]4[CH:23]=[C:24]([CH2:29][OH:30])[N:25]=[C:26]([CH3:28])[N:27]=4)=[N:3][CH:4]=[C:5]([F:20])[C:6]=3[N:10]=2)=[C:12]([CH:15]=[CH:16][CH:17]=1)[C:13]#[N:14]. The catalyst class is: 333. (3) Reactant: [O:1]1[CH2:5][CH2:4][CH2:3][C@H:2]1[C:6]([OH:8])=O.CCN(CC)CC.F[P-](F)(F)(F)(F)F.N1(O[P+](N(C)C)(N(C)C)N(C)C)C2C=CC=CC=2N=N1.[F:43][C:44]([F:74])([F:73])[C:45]1[CH:46]=[C:47]([C:55]([CH3:72])([CH3:71])[C:56]([N:58]([CH3:70])[C@H:59]2[C@H:63]([C:64]3[CH:69]=[CH:68][CH:67]=[CH:66][CH:65]=3)[CH2:62][NH:61][CH2:60]2)=[O:57])[CH:48]=[C:49]([C:51]([F:54])([F:53])[F:52])[CH:50]=1. Product: [F:53][C:51]([F:52])([F:54])[C:49]1[CH:48]=[C:47]([C:55]([CH3:71])([CH3:72])[C:56]([N:58]([CH3:70])[C@H:59]2[C@H:63]([C:64]3[CH:69]=[CH:68][CH:67]=[CH:66][CH:65]=3)[CH2:62][N:61]([C:6]([C@@H:2]3[CH2:3][CH2:4][CH2:5][O:1]3)=[O:8])[CH2:60]2)=[O:57])[CH:46]=[C:45]([C:44]([F:43])([F:73])[F:74])[CH:50]=1. The catalyst class is: 1. (4) Reactant: CC(OI1(OC(C)=O)(OC(C)=O)OC(=O)C2C=CC=CC1=2)=O.[Si:23]([O:30][CH2:31][CH2:32][C:33]1[S:37][C:36]([CH2:38][CH2:39][OH:40])=[CH:35][CH:34]=1)([C:26]([CH3:29])([CH3:28])[CH3:27])([CH3:25])[CH3:24].S([O-])([O-])(=O)=S.[Na+].[Na+].C(=O)(O)[O-].[Na+]. Product: [Si:23]([O:30][CH2:31][CH2:32][C:33]1[S:37][C:36]([CH2:38][CH:39]=[O:40])=[CH:35][CH:34]=1)([C:26]([CH3:28])([CH3:27])[CH3:29])([CH3:25])[CH3:24]. The catalyst class is: 96. (5) Reactant: [Br:1][CH2:2][C:3]1[O:4][C:5]([C:12]2[CH:17]=[CH:16][C:15]([C:18]([F:21])([F:20])[F:19])=[CH:14][CH:13]=2)=[CH:6][C:7]=1[C:8]([O:10][CH3:11])=[O:9].[C:22]1([P:28]([C:35]2[CH:40]=[CH:39][CH:38]=[CH:37][CH:36]=2)[C:29]2[CH:34]=[CH:33][CH:32]=[CH:31][CH:30]=2)[CH:27]=[CH:26][CH:25]=[CH:24][CH:23]=1. Product: [Br-:1].[CH3:11][O:10][C:8]([C:7]1[CH:6]=[C:5]([C:12]2[CH:17]=[CH:16][C:15]([C:18]([F:21])([F:20])[F:19])=[CH:14][CH:13]=2)[O:4][C:3]=1[CH2:2][P+:28]([C:29]1[CH:30]=[CH:31][CH:32]=[CH:33][CH:34]=1)([C:35]1[CH:40]=[CH:39][CH:38]=[CH:37][CH:36]=1)[C:22]1[CH:23]=[CH:24][CH:25]=[CH:26][CH:27]=1)=[O:9]. The catalyst class is: 11.